Binary Classification. Given a miRNA mature sequence and a target amino acid sequence, predict their likelihood of interaction. From a dataset of Experimentally validated miRNA-target interactions with 360,000+ pairs, plus equal number of negative samples. (1) The miRNA is gga-miR-128-3p with sequence UCACAGUGAACCGGUCUCUUU. The protein sequence of the target gene is MSPTQWDFPVELCCRPMAFVTLTGLDVVYNAVHRAVWDAFCANRRADRVPISFKVLPGDHEYPKCRPKRTSYEWYIPKGILKTGWMNKHLNLVPALVVVFYELDWDEPQWKEKQSECATRVEIVRQSLQGRNTKVAVVLIQKKTPLPPGEDVIASERAAALCNACELSGKSLFVLPHTDHLVGYIIRLENAFYEHAQTYYYTEIRRVKSHKEFLNKTTHQLLFVRHQFKIAFFSELKQDTQNALKNYRTAYNLVHELRAHETNILEIKTMAGFINYKICRLCFQHNTPLDAIAQFRKHID.... Result: 0 (no interaction). (2) The miRNA is hsa-miR-5189-3p with sequence UGCCAACCGUCAGAGCCCAGA. The protein sequence of the target gene is MWGRLWPLLLSILTATAVPGPSLRRPSRELDATPRMTIPYEELSGTRHFKGQAQNYSTLLLEEASARLLVGARGALFSLSANDIGDGAHKEIHWEASPEMQSKCHQKGKNNQTECFNHVRFLQRLNSTHLYACGTHAFQPLCAAIDAEAFTLPTSFEEGKEKCPYDPARGFTGLIIDGGLYTATRYEFRSIPDIRRSRHPHSLRTEETPMHWLNDAEFVFSVLVRESKASAVGDDDKVYYFFTERATEEGSGSFTQSRSSHRVARVARVCKGDLGGKKILQKKWTSFLKARLICHIPLYE.... Result: 0 (no interaction). (3) The miRNA is hsa-miR-199b-5p with sequence CCCAGUGUUUAGACUAUCUGUUC. The protein sequence of the target gene is MQTPEVPAERSPRRRSISGTSTSEKPNSMDTANTSPFKVPGFFSKRLKGSIKRTKSQSKLDRNTSFRLPSLRSTDDRSRGLPKLKESRSHESLLSPCSTVECLDLGRGEPVSVKPLHSSILGQDFCFEVTYLSGSKCFSCNSASERDKWMENLRRTVQPNKDNCRRAENVLRLWIIEAKDLAPKKKYFCELCLDDTLFARTTSKTKADNIFWGEHFEFFSLPPLHSITVHIYKDVEKKKKKDKNNYVGLVNIPTASVTGRQFVEKWYPVSTPTPNKGKTGGPSIRIKSRFQTITILPMEQ.... Result: 0 (no interaction).